Dataset: Reaction yield outcomes from USPTO patents with 853,638 reactions. Task: Predict the reaction yield, written as a fraction of the theoretical maximum amount of product (1.0 means a 100% yield; for example, 0.34 means a 34% yield). The reactants are [CH:1]1([O:6][C:7]2[CH:12]=[CH:11][CH:10]=[CH:9][C:8]=2[NH:13][C:14](=[O:16])[CH3:15])[CH2:5][CH2:4][CH:3]=[CH:2]1.ClCCl.C([O:24]C)(C)(C)C. No catalyst specified. The product is [CH:2]12[O:24][CH:3]1[CH2:4][CH2:5][CH:1]2[O:6][C:7]1[CH:12]=[CH:11][CH:10]=[CH:9][C:8]=1[NH:13][C:14](=[O:16])[CH3:15]. The yield is 0.580.